From a dataset of Forward reaction prediction with 1.9M reactions from USPTO patents (1976-2016). Predict the product of the given reaction. Given the reactants [Br:1][C:2]1[CH:7]=[CH:6][C:5]([CH:8]([OH:14])[CH2:9][NH:10][CH2:11][CH2:12][OH:13])=[CH:4][C:3]=1[Cl:15].[CH3:16][C:17]([O:20][C:21](O[C:21]([O:20][C:17]([CH3:19])([CH3:18])[CH3:16])=[O:22])=[O:22])([CH3:19])[CH3:18].CCOC(C)=O, predict the reaction product. The product is: [Br:1][C:2]1[CH:7]=[CH:6][C:5]([CH:8]([OH:14])[CH2:9][N:10]([CH2:11][CH2:12][OH:13])[C:21](=[O:22])[O:20][C:17]([CH3:19])([CH3:18])[CH3:16])=[CH:4][C:3]=1[Cl:15].